From a dataset of Forward reaction prediction with 1.9M reactions from USPTO patents (1976-2016). Predict the product of the given reaction. (1) Given the reactants Cl.[CH2:2]([O:9][C:10](=[O:33])[NH:11][C:12]1[CH:17]=[CH:16][CH:15]=[C:14]([O:18][C:19]2[CH:24]=[CH:23][C:22]([N+:25]([O-:27])=[O:26])=[C:21]([CH:28](OC)[O:29]C)[CH:20]=2)[CH:13]=1)[C:3]1[CH:8]=[CH:7][CH:6]=[CH:5][CH:4]=1, predict the reaction product. The product is: [CH2:2]([O:9][C:10](=[O:33])[NH:11][C:12]1[CH:17]=[CH:16][CH:15]=[C:14]([O:18][C:19]2[CH:24]=[CH:23][C:22]([N+:25]([O-:27])=[O:26])=[C:21]([CH:28]=[O:29])[CH:20]=2)[CH:13]=1)[C:3]1[CH:4]=[CH:5][CH:6]=[CH:7][CH:8]=1. (2) Given the reactants [NH2:1][C@H:2]([C:12]([OH:14])=[O:13])[CH2:3][S:4][CH2:5][C:6]1[CH:11]=[CH:10][CH:9]=[CH:8][CH:7]=1.O.N1C=CC=CC=1.[NH:22]([C:42]([O:44][C:45]([CH3:48])([CH3:47])[CH3:46])=[O:43])[C@H:23]([C:32](ON1C(=O)CCC1=O)=[O:33])[CH2:24][C:25](=[O:31])[O:26][C:27]([CH3:30])([CH3:29])[CH3:28], predict the reaction product. The product is: [NH:22]([C:42]([O:44][C:45]([CH3:48])([CH3:47])[CH3:46])=[O:43])[C@H:23]([C:32]([NH:1][C@H:2]([C:12]([OH:14])=[O:13])[CH2:3][S:4][CH2:5][C:6]1[CH:7]=[CH:8][CH:9]=[CH:10][CH:11]=1)=[O:33])[CH2:24][C:25](=[O:31])[O:26][C:27]([CH3:30])([CH3:28])[CH3:29].